Dataset: Forward reaction prediction with 1.9M reactions from USPTO patents (1976-2016). Task: Predict the product of the given reaction. (1) Given the reactants C(N(CC)CC)C.[N:8]1([C:14]([O:16]C(C)(C)C)=O)[CH2:13][CH2:12][NH:11][CH2:10][CH2:9]1.[O:21]1[CH2:26][CH2:25][N:24]([CH2:27]C(O)=O)[CH2:23][CH2:22]1.F[P-](F)(F)(F)(F)F.N1(OC(N(C)C)=[N+](C)C)C2N=CC=CC=2N=N1.Cl, predict the reaction product. The product is: [O:21]1[CH2:26][CH2:25][N:24]([CH2:27][C:14]([N:8]2[CH2:9][CH2:10][NH:11][CH2:12][CH2:13]2)=[O:16])[CH2:23][CH2:22]1. (2) Given the reactants [I:1][C:2]1[CH:7]=[CH:6][C:5]([N:8]2[CH:12]=[CH:11][CH:10]=[N:9]2)=[CH:4][C:3]=1[CH2:13][OH:14].C[N+]1([O-])CCOCC1.C(Cl)Cl, predict the reaction product. The product is: [I:1][C:2]1[CH:7]=[CH:6][C:5]([N:8]2[CH:12]=[CH:11][CH:10]=[N:9]2)=[CH:4][C:3]=1[CH:13]=[O:14].